Dataset: Forward reaction prediction with 1.9M reactions from USPTO patents (1976-2016). Task: Predict the product of the given reaction. (1) Given the reactants [OH:1][CH2:2][CH2:3][CH2:4][NH:5][C:6](=[O:14])[C@H:7]([C:9]([CH2:12][OH:13])([CH3:11])[CH3:10])[OH:8].[O-]S([O-])(=O)=O.[Na+].[Na+].[CH3:22][C:23]([CH3:25])=O, predict the reaction product. The product is: [OH:1][CH2:2][CH2:3][CH2:4][NH:5][C:6]([C@H:7]1[C:9]([CH3:11])([CH3:10])[CH2:12][O:13][C:23]([CH3:25])([CH3:22])[O:8]1)=[O:14]. (2) The product is: [Br:31][C:26]1[CH:27]=[CH:28][CH:29]=[CH:30][C:25]=1[C:20]1[CH:19]=[CH:18][C:17]2[C:22](=[CH:23][CH:24]=[C:15]([C:13]3[N:12]([CH:32]4[CH2:33][CH2:34][CH2:35][CH2:36][CH2:37]4)[C:9]4=[N:10][CH:11]=[C:6]([C:4]([OH:5])=[O:3])[CH:7]=[C:8]4[N:14]=3)[CH:16]=2)[N:21]=1. Given the reactants C([O:3][C:4]([C:6]1[CH:7]=[C:8]2[N:14]=[C:13]([C:15]3[CH:16]=[C:17]4[C:22](=[CH:23][CH:24]=3)[N:21]=[C:20]([C:25]3[CH:30]=[CH:29][CH:28]=[CH:27][C:26]=3[Br:31])[CH:19]=[CH:18]4)[N:12]([CH:32]3[CH2:37][CH2:36][CH2:35][CH2:34][CH2:33]3)[C:9]2=[N:10][CH:11]=1)=[O:5])C.[OH-].[Na+].Cl, predict the reaction product.